From a dataset of Full USPTO retrosynthesis dataset with 1.9M reactions from patents (1976-2016). Predict the reactants needed to synthesize the given product. Given the product [C:1]1([B:7]([CH:9]([O:16][CH:17]([B:24]([C:26]2[CH:27]=[CH:28][CH:29]=[CH:30][CH:31]=2)[O:25][CH2:40][CH2:39][NH:38][C:32]2[CH:37]=[CH:36][CH:35]=[CH:34][CH:33]=2)[C:18]2[CH:19]=[CH:20][CH:21]=[CH:22][CH:23]=2)[C:10]2[CH:15]=[CH:14][CH:13]=[CH:12][CH:11]=2)[O:8][CH2:40][CH2:39][NH:38][C:32]2[CH:37]=[CH:36][CH:35]=[CH:34][CH:33]=2)[CH:2]=[CH:3][CH:4]=[CH:5][CH:6]=1, predict the reactants needed to synthesize it. The reactants are: [C:1]1([B:7]([CH:9]([O:16][CH:17]([B:24]([C:26]2[CH:31]=[CH:30][CH:29]=[CH:28][CH:27]=2)[OH:25])[C:18]2[CH:23]=[CH:22][CH:21]=[CH:20][CH:19]=2)[C:10]2[CH:15]=[CH:14][CH:13]=[CH:12][CH:11]=2)[OH:8])[CH:6]=[CH:5][CH:4]=[CH:3][CH:2]=1.[C:32]1([NH:38][CH2:39][CH2:40]O)[CH:37]=[CH:36][CH:35]=[CH:34][CH:33]=1.